This data is from Forward reaction prediction with 1.9M reactions from USPTO patents (1976-2016). The task is: Predict the product of the given reaction. (1) Given the reactants [Cl:1][C:2]1[CH:7]=[CH:6][C:5]([C:8]2[C:9]([C:20]3[CH:25]=[CH:24][CH:23]=[CH:22][C:21]=3[Cl:26])=[N:10][N:11]3[C:16]([O:17]CC)=[CH:15][CH:14]=[N:13][C:12]=23)=[CH:4][CH:3]=1.[OH-].C([N+](CCCC)(CCCC)CCCC)CCC.Cl, predict the reaction product. The product is: [Cl:1][C:2]1[CH:3]=[CH:4][C:5]([C:8]2[C:9]([C:20]3[CH:25]=[CH:24][CH:23]=[CH:22][C:21]=3[Cl:26])=[N:10][N:11]3[C:16]([OH:17])=[CH:15][CH:14]=[N:13][C:12]=23)=[CH:6][CH:7]=1. (2) Given the reactants [CH2:1]([O:8][O:9]CC1C=CC=CC=1)[C:2]1[CH:7]=[CH:6][CH:5]=[CH:4][CH:3]=1.[Na].S(=O)(=O)(O)[OH:19], predict the reaction product. The product is: [CH:7]1[C:2]([C:1]([O:8][OH:9])=[O:19])=[CH:3][CH:4]=[CH:5][CH:6]=1.